This data is from Forward reaction prediction with 1.9M reactions from USPTO patents (1976-2016). The task is: Predict the product of the given reaction. (1) Given the reactants [Na].[CH:2]([C:4]1[CH:9]=[CH:8][CH:7]=[CH:6][C:5]=1[S:10]([OH:13])(=O)=[O:11])=O.[NH2:14][NH2:15].P(Cl)(Cl)(Cl)(Cl)Cl.P(Cl)(Cl)(Cl)=O, predict the reaction product. The product is: [S:10]1(=[O:13])(=[O:11])[C:5]2[CH:6]=[CH:7][CH:8]=[CH:9][C:4]=2[CH:2]=[N:15][NH:14]1. (2) Given the reactants [NH2:1][C:2]1[C:12]([NH2:13])=[CH:11][C:5]([C:6]([O:8][CH2:9][CH3:10])=[O:7])=[C:4]([O:14][CH2:15][CH:16]([F:18])[F:17])[CH:3]=1.[Cl:19][C:20]1[CH:36]=[CH:35][C:23]([CH2:24][NH:25][C:26]([C:28]2([C:31]([F:34])([F:33])[F:32])[CH2:30][CH2:29]2)=[O:27])=[CH:22][C:21]=1[N:37]=[C:38]=S.CC(C)N=C=NC(C)C, predict the reaction product. The product is: [Cl:19][C:20]1[CH:36]=[CH:35][C:23]([CH2:24][NH:25][C:26]([C:28]2([C:31]([F:34])([F:33])[F:32])[CH2:29][CH2:30]2)=[O:27])=[CH:22][C:21]=1[NH:37][C:38]1[NH:1][C:2]2[CH:3]=[C:4]([O:14][CH2:15][CH:16]([F:17])[F:18])[C:5]([C:6]([O:8][CH2:9][CH3:10])=[O:7])=[CH:11][C:12]=2[N:13]=1. (3) The product is: [CH2:53]([S:54]([NH:57][C:22](=[O:24])[CH2:21][CH:19]1[CH2:18][N:17]([C:15]([O:14][C:10]([CH3:11])([CH3:12])[CH3:13])=[O:16])[CH2:20]1)(=[O:56])=[O:55])[C:47]1[CH:52]=[CH:51][CH:50]=[CH:49][CH:48]=1. Given the reactants CCN(C(C)C)C(C)C.[C:10]([O:14][C:15]([N:17]1[CH2:20][CH:19]([CH2:21][C:22]([OH:24])=O)[CH2:18]1)=[O:16])([CH3:13])([CH3:12])[CH3:11].CN(C(ON1N=NC2C=CC=CC1=2)=[N+](C)C)C.[B-](F)(F)(F)F.[C:47]1([CH2:53][S:54]([NH2:57])(=[O:56])=[O:55])[CH:52]=[CH:51][CH:50]=[CH:49][CH:48]=1.C([O-])(O)=O.[Na+], predict the reaction product. (4) Given the reactants O=[CH:2][CH2:3][NH:4][C:5](=[O:11])[O:6][C:7]([CH3:10])([CH3:9])[CH3:8].[CH:12]1([CH2:15][NH2:16])[CH2:14][CH2:13]1.[BH4-].[Na+].[OH-].[Na+], predict the reaction product. The product is: [CH:12]1([CH2:15][NH:16][CH2:2][CH2:3][NH:4][C:5](=[O:11])[O:6][C:7]([CH3:10])([CH3:9])[CH3:8])[CH2:14][CH2:13]1. (5) Given the reactants [C:1]([Cu])#[N:2].C(ON=O)(C)(C)C.[CH3:11][O:12][C:13]1[C:14]([N+:21]([O-:23])=[O:22])=[CH:15][C:16]([CH3:20])=[C:17]([CH:19]=1)N, predict the reaction product. The product is: [CH3:11][O:12][C:13]1[C:14]([N+:21]([O-:23])=[O:22])=[CH:15][C:16]([CH3:20])=[C:17]([CH:19]=1)[C:1]#[N:2]. (6) The product is: [F:11][C:12]1[CH:13]=[CH:14][C:15]([C@@H:18]([N:20]2[CH2:25][CH2:24][CH2:23][CH:22]([P:1](=[O:2])([O:5][CH2:6][CH3:7])[O:8][CH2:9][CH3:10])[C:21]2=[O:27])[CH3:19])=[CH:16][CH:17]=1. Given the reactants [P:1]([O:8][CH2:9][CH3:10])([O:5][CH2:6][CH3:7])[O:2]CC.[F:11][C:12]1[CH:17]=[CH:16][C:15]([C@@H:18]([N:20]2[CH2:25][CH2:24][CH2:23][CH:22](Br)[C:21]2=[O:27])[CH3:19])=[CH:14][CH:13]=1, predict the reaction product. (7) Given the reactants [N:1]([C:4]1[CH:9]=[CH:8][N:7]=[CH:6][C:5]=1[S:10]([NH2:13])(=[O:12])=[O:11])=[N+]=[N-].[BH4-].[Na+], predict the reaction product. The product is: [NH2:1][C:4]1[CH:9]=[CH:8][N:7]=[CH:6][C:5]=1[S:10]([NH2:13])(=[O:12])=[O:11].